This data is from Full USPTO retrosynthesis dataset with 1.9M reactions from patents (1976-2016). The task is: Predict the reactants needed to synthesize the given product. (1) Given the product [Cl:16][C:12]1[CH:11]=[C:10]([C@@H:8]2[C@@H:7]([C:17]3[CH:22]=[CH:21][C:20]([Cl:23])=[CH:19][CH:18]=3)[N:6]([C@@H:24]([CH2:32][CH3:33])[C:25]([O:27][C:28]([CH3:31])([CH3:30])[CH3:29])=[O:26])[C:5](=[O:34])[C@:4]([CH2:3][C:2]#[N:1])([CH3:35])[CH2:9]2)[CH:15]=[CH:14][CH:13]=1, predict the reactants needed to synthesize it. The reactants are: [NH2:1][C:2](=O)[CH2:3][C@@:4]1([CH3:35])[CH2:9][C@H:8]([C:10]2[CH:15]=[CH:14][CH:13]=[C:12]([Cl:16])[CH:11]=2)[C@@H:7]([C:17]2[CH:22]=[CH:21][C:20]([Cl:23])=[CH:19][CH:18]=2)[N:6]([C@@H:24]([CH2:32][CH3:33])[C:25]([O:27][C:28]([CH3:31])([CH3:30])[CH3:29])=[O:26])[C:5]1=[O:34].C(N(CC)CC)C.FC(F)(F)C(OC(=O)C(F)(F)F)=O. (2) Given the product [CH3:23][C:24]1[O:28][N:27]=[C:26]([CH2:29][NH:30][C:18]([C:14]2[N:13]([NH:12][C:10](=[O:11])[C@@H:9]([NH:8][C:6](=[O:7])[O:5][C:1]([CH3:2])([CH3:3])[CH3:4])[CH3:22])[CH:17]=[CH:16][CH:15]=2)=[O:20])[CH:25]=1, predict the reactants needed to synthesize it. The reactants are: [C:1]([O:5][C:6]([NH:8][C@@H:9]([CH3:22])[C:10]([NH:12][N:13]1[CH:17]=[CH:16][CH:15]=[C:14]1[C:18]([O:20]C)=O)=[O:11])=[O:7])([CH3:4])([CH3:3])[CH3:2].[CH3:23][C:24]1[O:28][N:27]=[C:26]([CH2:29][NH2:30])[CH:25]=1. (3) Given the product [CH3:10][C:3]1[C:2]([B:14]2[O:15][C:16]([CH3:18])([CH3:17])[C:12]([CH3:28])([CH3:11])[O:13]2)=[CH:9][CH:8]=[CH:7][C:4]=1[CH:5]=[O:6], predict the reactants needed to synthesize it. The reactants are: Br[C:2]1[C:3]([CH3:10])=[C:4]([CH:7]=[CH:8][CH:9]=1)[CH:5]=[O:6].[CH3:11][C:12]1([CH3:28])[C:16]([CH3:18])([CH3:17])[O:15][B:14]([B:14]2[O:15][C:16]([CH3:18])([CH3:17])[C:12]([CH3:28])([CH3:11])[O:13]2)[O:13]1.C([O-])(=O)C.[K+].BrC1C=CC=CC=1S(N)(=O)=O.